From a dataset of Catalyst prediction with 721,799 reactions and 888 catalyst types from USPTO. Predict which catalyst facilitates the given reaction. (1) Reactant: C1(NC2CCCCC2)CCCCC1.[C:14]([O:18][C:19]([NH:21][C@H:22]([CH2:26][CH:27]=[CH2:28])[C:23]([OH:25])=O)=[O:20])([CH3:17])([CH3:16])[CH3:15].[NH:29]1[CH2:33][CH2:32][CH2:31][C@H:30]1[CH2:34][OH:35]. Product: [OH:35][CH2:34][C@@H:30]1[CH2:31][CH2:32][CH2:33][N:29]1[C:23](=[O:25])[C@H:22]([NH:21][C:19](=[O:20])[O:18][C:14]([CH3:15])([CH3:16])[CH3:17])[CH2:26][CH:27]=[CH2:28]. The catalyst class is: 2. (2) Product: [CH:1]1([NH:6][C:7]2[CH:12]=[CH:11][N:10]3[N:13]=[C:14]([C:23]4[CH:24]=[CH:25][C:26]([O:29][CH3:30])=[CH:27][CH:28]=4)[C:15]([C:16]4[CH:17]=[CH:18][N:40]=[C:38]([NH:37][CH:32]5[CH2:36][CH2:35][CH2:34][CH2:33]5)[N:39]=4)=[C:9]3[CH:8]=2)[CH2:2][CH2:3][CH2:4][CH2:5]1. The catalyst class is: 9. Reactant: [CH:1]1([NH:6][C:7]2[CH:12]=[CH:11][N:10]3[N:13]=[C:14]([C:23]4[CH:28]=[CH:27][C:26]([O:29][CH3:30])=[CH:25][CH:24]=4)[C:15]([C:16](=O)[CH:17]=[CH:18]N(C)C)=[C:9]3[CH:8]=2)[CH2:5][CH2:4][CH2:3][CH2:2]1.Cl.[CH:32]1([NH:37][C:38]([NH2:40])=[NH:39])[CH2:36][CH2:35][CH2:34][CH2:33]1.C(=O)([O-])[O-].[K+].[K+].O. (3) Reactant: [OH:1][C:2]1[C:3]([CH2:13][CH2:14][C:15]2[CH:20]=[CH:19][CH:18]=[CH:17][CH:16]=2)=[C:4]2[C:9](=[CH:10][CH:11]=1)[C:8](=[O:12])[CH2:7][CH2:6][CH2:5]2.C1(P(C2C=CC=CC=2)C2C=CC=CC=2)C=CC=CC=1.[CH2:40]([N:47]1[C:51]([CH2:52][CH2:53]O)=[CH:50][N:49]=[CH:48]1)[C:41]1[CH:46]=[CH:45][CH:44]=[CH:43][CH:42]=1.N(C(OCC)=O)=NC(OCC)=O. The catalyst class is: 7. Product: [CH2:40]([N:47]1[C:51]([CH2:52][CH2:53][O:1][C:2]2[C:3]([CH2:13][CH2:14][C:15]3[CH:16]=[CH:17][CH:18]=[CH:19][CH:20]=3)=[C:4]3[C:9](=[CH:10][CH:11]=2)[C:8](=[O:12])[CH2:7][CH2:6][CH2:5]3)=[CH:50][N:49]=[CH:48]1)[C:41]1[CH:42]=[CH:43][CH:44]=[CH:45][CH:46]=1. (4) Reactant: [NH2:1][C:2]1[CH:3]=[C:4]2[C:8](=[CH:9][CH:10]=1)[NH:7][CH:6]=[C:5]2[CH:11]1[CH2:16][CH2:15][CH:14]([N:17]([CH2:25][CH3:26])[C:18](=[O:24])[O:19][C:20]([CH3:23])([CH3:22])[CH3:21])[CH2:13][CH2:12]1.I.CS[C:30]([C:32]1[S:33][CH:34]=[CH:35][CH:36]=1)=[NH:31]. Product: [CH2:25]([N:17]([CH:14]1[CH2:13][CH2:12][CH:11]([C:5]2[C:4]3[C:8](=[CH:9][CH:10]=[C:2]([NH:1][C:30]([C:32]4[S:33][CH:34]=[CH:35][CH:36]=4)=[NH:31])[CH:3]=3)[NH:7][CH:6]=2)[CH2:16][CH2:15]1)[C:18](=[O:24])[O:19][C:20]([CH3:21])([CH3:22])[CH3:23])[CH3:26]. The catalyst class is: 8. (5) Reactant: [F:1][C:2]1[CH:7]=[CH:6][C:5]([N:8]2[C:17]3[C:12](=[CH:13][C:14]([CH2:18][OH:19])=[CH:15][CH:16]=3)[C:11](=[O:20])[C:10]([C:21]([O:23][CH2:24][CH3:25])=[O:22])=[CH:9]2)=[CH:4][CH:3]=1.O[C:27]1[CH:28]=[N:29][C:30]([CH3:33])=[N:31][CH:32]=1.C1(P(C2C=CC=CC=2)C2C=CC=CC=2)C=CC=CC=1.CC(OC(/N=N/C(OC(C)(C)C)=O)=O)(C)C. Product: [F:1][C:2]1[CH:3]=[CH:4][C:5]([N:8]2[C:17]3[C:12](=[CH:13][C:14]([CH2:18][O:19][C:27]4[CH:28]=[N:29][C:30]([CH3:33])=[N:31][CH:32]=4)=[CH:15][CH:16]=3)[C:11](=[O:20])[C:10]([C:21]([O:23][CH2:24][CH3:25])=[O:22])=[CH:9]2)=[CH:6][CH:7]=1. The catalyst class is: 1. (6) Reactant: [F-:1].[K+].Cl[C:4]1[N:8]([CH3:9])[N:7]=[C:6]([C:10]([F:13])([F:12])[F:11])[C:5]=1[CH:14]=[O:15].O. Product: [F:1][C:4]1[N:8]([CH3:9])[N:7]=[C:6]([C:10]([F:13])([F:12])[F:11])[C:5]=1[CH:14]=[O:15]. The catalyst class is: 16. (7) Reactant: [CH2:1]([C:4]1[S:35][C:7]2[N:8]=[C:9]([O:25][C:26]3[CH:34]=[CH:33][C:29]([C:30](O)=[O:31])=[CH:28][CH:27]=3)[N:10]=[C:11]([N:12]3[CH2:17][CH2:16][N:15]4[C:18]([C:21]([F:24])([F:23])[F:22])=[N:19][N:20]=[C:14]4[CH2:13]3)[C:6]=2[CH:5]=1)[CH2:2][CH3:3].[H-].[Al+3].[Li+].[H-].[H-].[H-].[OH-].[Na+].[O-]S([O-])(=O)=O.[Mg+2]. Product: [CH2:1]([C:4]1[S:35][C:7]2[N:8]=[C:9]([O:25][C:26]3[CH:27]=[CH:28][C:29]([CH:30]=[O:31])=[CH:33][CH:34]=3)[N:10]=[C:11]([N:12]3[CH2:17][CH2:16][N:15]4[C:18]([C:21]([F:23])([F:22])[F:24])=[N:19][N:20]=[C:14]4[CH2:13]3)[C:6]=2[CH:5]=1)[CH2:2][CH3:3]. The catalyst class is: 30.